From a dataset of Full USPTO retrosynthesis dataset with 1.9M reactions from patents (1976-2016). Predict the reactants needed to synthesize the given product. (1) The reactants are: S(=O)(=O)(O)O.[H-].[Al+3].[Li+].[H-].[H-].[H-].[CH3:12][N:13]1[C:18](=O)[CH:17]2[CH2:20][CH2:21][C:14]1([C:22](OC)=[O:23])[CH2:15][CH2:16]2. Given the product [CH3:12][N:13]1[CH2:18][CH:17]2[CH2:16][CH2:15][C:14]1([CH2:22][OH:23])[CH2:21][CH2:20]2, predict the reactants needed to synthesize it. (2) Given the product [C:36]([N:25]1[CH2:26][CH2:27][S:28][CH:21]1[C:18]1[C:17]2[CH:23]=[C:13]([N:4]3[C:5](=[O:12])[CH:6]=[C:7]([C:8]([F:10])([F:11])[F:9])[N:2]([CH3:1])[C:3]3=[O:24])[CH:14]=[CH:15][C:16]=2[S:20][N:19]=1)(=[O:38])[CH3:37], predict the reactants needed to synthesize it. The reactants are: [CH3:1][N:2]1[C:7]([C:8]([F:11])([F:10])[F:9])=[CH:6][C:5](=[O:12])[N:4]([C:13]2[CH:14]=[CH:15][C:16]3[S:20][N:19]=[C:18]([CH:21]=O)[C:17]=3[CH:23]=2)[C:3]1=[O:24].[NH2:25][CH2:26][CH2:27][SH:28].C(N(CC)CC)C.[C:36](Cl)(=[O:38])[CH3:37].